From a dataset of Catalyst prediction with 721,799 reactions and 888 catalyst types from USPTO. Predict which catalyst facilitates the given reaction. (1) Reactant: [CH2:1]([C@@H:5]1[NH:25][C:24](=[O:26])[O:23][CH2:22][CH2:21][CH2:20][CH2:19][CH2:18][C:17]2[CH:27]=[C:13]([CH:14]=[CH:15][CH:16]=2)[CH2:12][O:11][C@H:10]2[CH2:28][N:7]([C@H:8]([C:29]([O:31]CC[Si](C)(C)C)=[O:30])[CH2:9]2)[C:6]1=[O:38])[CH2:2][CH2:3][CH3:4].CCCC[N+](CCCC)(CCCC)CCCC.[F-]. Product: [CH2:1]([C@@H:5]1[NH:25][C:24](=[O:26])[O:23][CH2:22][CH2:21][CH2:20][CH2:19][CH2:18][C:17]2[CH:27]=[C:13]([CH:14]=[CH:15][CH:16]=2)[CH2:12][O:11][C@H:10]2[CH2:28][N:7]([C@H:8]([C:29]([OH:31])=[O:30])[CH2:9]2)[C:6]1=[O:38])[CH2:2][CH2:3][CH3:4]. The catalyst class is: 1. (2) Reactant: [Br:1][C:2]1[C:3](=[O:16])[N:4]([CH:10]2[CH2:15][CH2:14][CH2:13][CH2:12][CH2:11]2)[N:5]([CH3:9])[C:6]=1[CH2:7]Br.[CH2:17]([CH:24]1[CH2:29][CH2:28][NH:27][CH2:26][CH2:25]1)[C:18]1[CH:23]=[CH:22][CH:21]=[CH:20][CH:19]=1.C(=O)([O-])[O-].[K+].[K+]. Product: [CH2:17]([CH:24]1[CH2:29][CH2:28][N:27]([CH2:7][C:6]2[N:5]([CH3:9])[N:4]([CH:10]3[CH2:15][CH2:14][CH2:13][CH2:12][CH2:11]3)[C:3](=[O:16])[C:2]=2[Br:1])[CH2:26][CH2:25]1)[C:18]1[CH:23]=[CH:22][CH:21]=[CH:20][CH:19]=1. The catalyst class is: 10.